This data is from Reaction yield outcomes from USPTO patents with 853,638 reactions. The task is: Predict the reaction yield, written as a fraction of the theoretical maximum amount of product (1.0 means a 100% yield; for example, 0.34 means a 34% yield). (1) The reactants are [C:1]([C:4]1[CH:26]=[CH:25][C:7]([O:8][CH2:9][C:10]2[CH:11]=[C:12]([NH:16][C:17]3[CH:18]=[C:19]([CH:22]=[CH:23][CH:24]=3)[C:20]#[N:21])[CH:13]=[CH:14][CH:15]=2)=[C:6]([CH2:27][CH2:28][CH3:29])[C:5]=1[OH:30])(=[O:3])[CH3:2].[N-:31]=[N+:32]=[N-:33].[Na+].Cl.C(N(CC)CC)C. No catalyst specified. The product is [OH:30][C:5]1[C:6]([CH2:27][CH2:28][CH3:29])=[C:7]([O:8][CH2:9][C:10]2[CH:15]=[CH:14][CH:13]=[C:12]([NH:16][C:17]3[CH:24]=[CH:23][CH:22]=[C:19]([C:20]4[N:31]=[N:32][NH:33][N:21]=4)[CH:18]=3)[CH:11]=2)[CH:25]=[CH:26][C:4]=1[C:1](=[O:3])[CH3:2]. The yield is 0.210. (2) The reactants are I[CH:2]([CH3:4])[CH3:3].[C:5]([O:9][C:10]([C:12]1[CH:28]=[C:27]([OH:29])[C:15]2[CH2:16][CH:17]([CH2:19][O:20][C:21]3[CH:26]=[CH:25][CH:24]=[CH:23][CH:22]=3)[O:18][C:14]=2[CH:13]=1)=[O:11])([CH3:8])([CH3:7])[CH3:6].C([O-])([O-])=O.[K+].[K+]. The catalyst is CN(C=O)C.O. The product is [C:5]([O:9][C:10]([C:12]1[CH:28]=[C:27]([O:29][CH:2]([CH3:4])[CH3:3])[C:15]2[CH2:16][CH:17]([CH2:19][O:20][C:21]3[CH:26]=[CH:25][CH:24]=[CH:23][CH:22]=3)[O:18][C:14]=2[CH:13]=1)=[O:11])([CH3:8])([CH3:6])[CH3:7]. The yield is 0.460. (3) The reactants are [CH3:1][O:2][C:3]1[CH:8]=[CH:7][C:6]([C:9]([C:27]2[CH:32]=[CH:31][C:30]([O:33][CH3:34])=[CH:29][CH:28]=2)([C:21]2[CH:26]=[CH:25][CH:24]=[CH:23][CH:22]=2)[O:10][CH2:11][C:12]2[CH:13]=[C:14]([CH2:19][OH:20])[CH:15]=[C:16](Br)[CH:17]=2)=[CH:5][CH:4]=1.C(O[C:36]1[CH:41]=[C:40](B(O)O)[CH:39]=[CH:38][CH:37]=1)[C:36]1[CH:41]=[CH:40][CH:39]=[CH:38][CH:37]=1.C([O-])([O-])=O.[Na+].[Na+]. The catalyst is O1CCOCC1.C1C=CC([P]([Pd]([P](C2C=CC=CC=2)(C2C=CC=CC=2)C2C=CC=CC=2)([P](C2C=CC=CC=2)(C2C=CC=CC=2)C2C=CC=CC=2)[P](C2C=CC=CC=2)(C2C=CC=CC=2)C2C=CC=CC=2)(C2C=CC=CC=2)C2C=CC=CC=2)=CC=1. The product is [CH3:1][O:2][C:3]1[CH:8]=[CH:7][C:6]([C:9]([C:27]2[CH:32]=[CH:31][C:30]([O:33][CH3:34])=[CH:29][CH:28]=2)([C:21]2[CH:26]=[CH:25][CH:24]=[CH:23][CH:22]=2)[O:10][CH2:11][C:12]2[CH:13]=[C:14]([CH2:19][OH:20])[CH:15]=[C:16]([C:36]3[CH:41]=[CH:40][CH:39]=[CH:38][CH:37]=3)[CH:17]=2)=[CH:5][CH:4]=1. The yield is 0.760. (4) The reactants are [F:1][C:2]1[CH:7]=[CH:6][CH:5]=[CH:4][C:3]=1[C:8](=[O:10])[CH3:9].[N+:11]([O-])([OH:13])=[O:12].O. The catalyst is OS(O)(=O)=O. The product is [F:1][C:2]1[CH:7]=[CH:6][C:5]([N+:11]([O-:13])=[O:12])=[CH:4][C:3]=1[C:8](=[O:10])[CH3:9]. The yield is 0.970. (5) The reactants are CN(C)[CH:3]=[O:4].[Br:6][C:7]1[CH:8]=[C:9]([C:13]2[CH:22]=[C:16]3[CH:17]=[CH:18][CH:19]=[C:20]([Cl:21])[N:15]3[N:14]=2)[CH:10]=[CH:11][CH:12]=1.P(Cl)(Cl)(Cl)=O.O. The catalyst is ClCCl. The product is [Br:6][C:7]1[CH:8]=[C:9]([C:13]2[C:22]([CH:3]=[O:4])=[C:16]3[CH:17]=[CH:18][CH:19]=[C:20]([Cl:21])[N:15]3[N:14]=2)[CH:10]=[CH:11][CH:12]=1. The yield is 0.960. (6) The reactants are Br[C:2]1[CH:3]=[C:4]2[C:8](=[CH:9][CH:10]=1)[C:7](=[O:11])[NH:6][CH2:5]2.[B:12]1([B:12]2[O:16][C:15]([CH3:18])([CH3:17])[C:14]([CH3:20])([CH3:19])[O:13]2)[O:16][C:15]([CH3:18])([CH3:17])[C:14]([CH3:20])([CH3:19])[O:13]1.CC([O-])=O.[K+]. The catalyst is O1CCOCC1. The product is [CH3:19][C:14]1([CH3:20])[C:15]([CH3:18])([CH3:17])[O:16][B:12]([C:2]2[CH:3]=[C:4]3[C:8](=[CH:9][CH:10]=2)[C:7](=[O:11])[NH:6][CH2:5]3)[O:13]1. The yield is 0.660. (7) The catalyst is C(Cl)(Cl)Cl.CO. The reactants are [F:1][C:2]([F:19])([F:18])[C:3]1[CH:4]=[CH:5][C:6]([N:9]2[CH2:14][CH2:13][CH:12]([C:15]([OH:17])=O)[CH2:11][CH2:10]2)=[N:7][CH:8]=1.[C:20]([C:24]1[N:29]=[C:28]([N:30]2[CH2:35][CH2:34][N:33]([CH2:36][CH2:37][CH2:38][CH2:39][NH2:40])[CH2:32][CH2:31]2)[CH:27]=[C:26]([C:41]([F:44])([F:43])[F:42])[N:25]=1)([CH3:23])([CH3:22])[CH3:21]. The product is [C:20]([C:24]1[N:29]=[C:28]([N:30]2[CH2:35][CH2:34][N:33]([CH2:36][CH2:37][CH2:38][CH2:39][NH:40][C:15]([CH:12]3[CH2:11][CH2:10][N:9]([C:6]4[CH:5]=[CH:4][C:3]([C:2]([F:1])([F:19])[F:18])=[CH:8][N:7]=4)[CH2:14][CH2:13]3)=[O:17])[CH2:32][CH2:31]2)[CH:27]=[C:26]([C:41]([F:43])([F:44])[F:42])[N:25]=1)([CH3:23])([CH3:21])[CH3:22]. The yield is 0.300. (8) The reactants are [CH3:1][O:2][C:3]1[C:12]([NH:13][C:14](=[O:18])OCC)=[N:11][C:10]2[C:5](=[CH:6][CH:7]=[C:8]([O:19][CH3:20])[CH:9]=2)[N:4]=1.[CH3:21][O:22][C:23]1[CH:28]=[CH:27][CH:26]=[CH:25][C:24]=1[N:29]1[CH2:34][CH2:33][NH:32][CH2:31][CH2:30]1. No catalyst specified. The product is [CH3:1][O:2][C:3]1[C:12]([NH:13][C:14]([N:32]2[CH2:31][CH2:30][N:29]([C:24]3[CH:25]=[CH:26][CH:27]=[CH:28][C:23]=3[O:22][CH3:21])[CH2:34][CH2:33]2)=[O:18])=[N:11][C:10]2[C:5](=[CH:6][CH:7]=[C:8]([O:19][CH3:20])[CH:9]=2)[N:4]=1. The yield is 0.840. (9) The reactants are [Br:1][C:2]1[CH:3]=[C:4]2[C:8](=[CH:9][CH:10]=1)[NH:7][CH:6]=[C:5]2[CH:11]([CH3:13])[CH3:12].I[C:15]1[CH:20]=[CH:19][CH:18]=[CH:17][CH:16]=1.C(=O)([O-])[O-].[K+].[K+].[OH-].[Na+]. The catalyst is [Cu]Br.C([O-])(=O)C.[Cu+2].C([O-])(=O)C. The product is [Br:1][C:2]1[CH:3]=[C:4]2[C:8](=[CH:9][CH:10]=1)[N:7]([C:15]1[CH:20]=[CH:19][CH:18]=[CH:17][CH:16]=1)[CH:6]=[C:5]2[CH:11]([CH3:13])[CH3:12]. The yield is 0.689.